Predict which catalyst facilitates the given reaction. From a dataset of Catalyst prediction with 721,799 reactions and 888 catalyst types from USPTO. (1) Reactant: [CH3:1][C:2]1[C:7]([O:8][CH3:9])=[C:6]([CH2:10]/[CH:11]=[C:12](/[CH2:14][CH2:15][C:16](O)=[O:17])\[CH3:13])[C:5]([OH:19])=[C:4]2[C:20]([O:22][CH2:23][C:3]=12)=[O:21].[NH2:24][CH2:25][CH2:26][NH:27][C:28](=[O:34])[O:29][C:30]([CH3:33])([CH3:32])[CH3:31].C(Cl)CCl. Product: [OH:19][C:5]1[C:6]([CH2:10]/[CH:11]=[C:12](\[CH3:13])/[CH2:14][CH2:15][C:16]([NH:24][CH2:25][CH2:26][NH:27][C:28](=[O:34])[O:29][C:30]([CH3:31])([CH3:33])[CH3:32])=[O:17])=[C:7]([O:8][CH3:9])[C:2]([CH3:1])=[C:3]2[C:4]=1[C:20](=[O:21])[O:22][CH2:23]2. The catalyst class is: 210. (2) Reactant: [Cl:1][C:2]1[CH:3]=[C:4]([CH:6]=[CH:7][C:8]=1I)[NH2:5].[Cl:10][C:11]1[CH:16]=[C:15]([C:17]([F:20])([F:19])[F:18])[CH:14]=[CH:13][C:12]=1B(O)O.C([O-])([O-])=O.[K+].[K+].O. Product: [Cl:1][C:2]1[CH:3]=[C:4]([NH2:5])[CH:6]=[CH:7][C:8]=1[C:12]1[CH:13]=[CH:14][C:15]([C:17]([F:20])([F:19])[F:18])=[CH:16][C:11]=1[Cl:10]. The catalyst class is: 800. (3) Reactant: [Cl:1][C:2]1[CH:7]=[CH:6][C:5]([CH:8]([C:26]2[CH:31]=[CH:30][C:29]([Cl:32])=[CH:28][CH:27]=2)[N:9]2[CH2:12][CH:11]([CH:13]([C:18]3[CH:23]=[C:22]([F:24])[CH:21]=[C:20]([F:25])[CH:19]=3)[C:14]([CH3:17])(O)[CH3:15])[CH2:10]2)=[CH:4][CH:3]=1.[OH-].[Na+].C([O-])(O)=O.[Na+].N1C=CC=CC=1.[FH:46]. Product: [Cl:1][C:2]1[CH:7]=[CH:6][C:5]([CH:8]([C:26]2[CH:31]=[CH:30][C:29]([Cl:32])=[CH:28][CH:27]=2)[N:9]2[CH2:12][CH:11]([C@@H:13]([C:18]3[CH:23]=[C:22]([F:24])[CH:21]=[C:20]([F:25])[CH:19]=3)[C:14]([F:46])([CH3:17])[CH3:15])[CH2:10]2)=[CH:4][CH:3]=1. The catalyst class is: 2. (4) Reactant: [Cl:1]N1C(=O)CCC1=O.[CH3:9][O:10][C:11]([C:13]1[C:18]([Br:19])=[C:17]([NH:20][CH2:21][C:22]2[CH:27]=[CH:26][CH:25]=[CH:24][C:23]=2[N+:28]([O-:30])=[O:29])[CH:16]=[C:15]([Cl:31])[N:14]=1)=[O:12]. Product: [CH3:9][O:10][C:11]([C:13]1[C:18]([Br:19])=[C:17]([NH:20][CH2:21][C:22]2[CH:27]=[CH:26][CH:25]=[CH:24][C:23]=2[N+:28]([O-:30])=[O:29])[C:16]([Cl:1])=[C:15]([Cl:31])[N:14]=1)=[O:12]. The catalyst class is: 10. (5) Reactant: [O:1]([CH2:3][CH2:4][O:5][C:6]1[N:14]=[C:13]2[C:9]([NH:10][CH:11]=[N:12]2)=[C:8]([NH2:15])[N:7]=1)[CH3:2].C([O-])([O-])=O.[K+].[K+].Br[CH:23]([C:29]1[CH:34]=[CH:33][CH:32]=[CH:31][CH:30]=1)[C:24]([O:26][CH2:27][CH3:28])=[O:25]. Product: [CH2:27]([O:26][C:24](=[O:25])[CH:23]([N:12]1[CH:11]=[N:10][C:9]2[C:13]1=[N:14][C:6]([O:5][CH2:4][CH2:3][O:1][CH3:2])=[N:7][C:8]=2[NH2:15])[C:29]1[CH:34]=[CH:33][CH:32]=[CH:31][CH:30]=1)[CH3:28]. The catalyst class is: 3. (6) Reactant: [Cl:1][C:2]1[CH:7]=[C:6]([N:8]=[C:9]=[S:10])[CH:5]=[C:4]([C:11]([F:14])([F:13])[F:12])[C:3]=1[C:15]1[CH:20]=[CH:19][C:18]([C:21]([O:23][C:24]([CH3:27])([CH3:26])[CH3:25])=[O:22])=[CH:17][CH:16]=1.[C:28]([NH-:30])#[N:29].[Na+].[CH3:32]O.CI. Product: [Cl:1][C:2]1[CH:7]=[C:6]([NH:8]/[C:9](=[N:29]/[C:28]#[N:30])/[S:10][CH3:32])[CH:5]=[C:4]([C:11]([F:13])([F:14])[F:12])[C:3]=1[C:15]1[CH:20]=[CH:19][C:18]([C:21]([O:23][C:24]([CH3:27])([CH3:26])[CH3:25])=[O:22])=[CH:17][CH:16]=1. The catalyst class is: 57.